This data is from Forward reaction prediction with 1.9M reactions from USPTO patents (1976-2016). The task is: Predict the product of the given reaction. (1) Given the reactants [F:1][C:2]1[CH:3]=[C:4]2[C:9](=[CH:10][CH:11]=1)[N:8]=[C:7]([O:12][CH3:13])[C:6]([NH:14][C:15](=[O:19])OCC)=[N:5]2.[CH3:20][O:21][C:22]1[CH:27]=[CH:26][C:25]([N:28]2[CH2:33][CH2:32][NH:31][CH2:30][CH2:29]2)=[CH:24][CH:23]=1, predict the reaction product. The product is: [F:1][C:2]1[CH:3]=[C:4]2[C:9](=[CH:10][CH:11]=1)[N:8]=[C:7]([O:12][CH3:13])[C:6]([NH:14][C:15]([N:31]1[CH2:30][CH2:29][N:28]([C:25]3[CH:24]=[CH:23][C:22]([O:21][CH3:20])=[CH:27][CH:26]=3)[CH2:33][CH2:32]1)=[O:19])=[N:5]2. (2) Given the reactants [CH2:1]([O:3][C:4](=[O:15])[NH:5][C:6]1[C:11]([CH3:12])=[CH:10][C:9](Br)=[CH:8][C:7]=1[CH3:14])[CH3:2].C([Mg]Cl)(C)C.C([Li])(C)(C)C.CN(C)[CH:28]=[O:29], predict the reaction product. The product is: [CH2:1]([O:3][C:4](=[O:15])[NH:5][C:6]1[C:11]([CH3:12])=[CH:10][C:9]([CH:28]=[O:29])=[CH:8][C:7]=1[CH3:14])[CH3:2].